Dataset: Forward reaction prediction with 1.9M reactions from USPTO patents (1976-2016). Task: Predict the product of the given reaction. (1) Given the reactants [NH2:1][CH:2]1[CH2:7][CH2:6][N:5]([C:8](=[O:18])[CH2:9][CH2:10][CH2:11][N:12]2[CH2:17][CH2:16][O:15][CH2:14][CH2:13]2)[CH2:4][CH2:3]1.C(N(C(C)C)CC)(C)C.[F:28][C:29]1[CH:30]=[C:31]([N:36]=[C:37]=[O:38])[CH:32]=[CH:33][C:34]=1[F:35], predict the reaction product. The product is: [F:28][C:29]1[CH:30]=[C:31]([NH:36][C:37]([NH:1][CH:2]2[CH2:7][CH2:6][N:5]([C:8](=[O:18])[CH2:9][CH2:10][CH2:11][N:12]3[CH2:13][CH2:14][O:15][CH2:16][CH2:17]3)[CH2:4][CH2:3]2)=[O:38])[CH:32]=[CH:33][C:34]=1[F:35]. (2) Given the reactants [H-].[Na+].[Br:3][C:4]1[N:9]=[C:8]([NH:10][C:11](=[O:17])[O:12][C:13]([CH3:16])([CH3:15])[CH3:14])[CH:7]=[CH:6][CH:5]=1.I[CH:19]([CH3:21])[CH3:20], predict the reaction product. The product is: [Br:3][C:4]1[N:9]=[C:8]([N:10]([CH:19]([CH3:21])[CH3:20])[C:11](=[O:17])[O:12][C:13]([CH3:14])([CH3:16])[CH3:15])[CH:7]=[CH:6][CH:5]=1. (3) Given the reactants [C:1]([C:5]1[N:10]=[C:9]([N:11]2[CH2:16][CH2:15][N:14]([CH2:17][CH2:18][CH2:19][CH2:20][NH2:21])[CH2:13][CH2:12]2)[CH:8]=[C:7]([C:22]([F:25])([F:24])[F:23])[N:6]=1)([CH3:4])([CH3:3])[CH3:2].C1N=CN([C:31](N2C=NC=C2)=[O:32])C=1.[N:38]1([C:44]2[C:53]3[C:48](=[CH:49][CH:50]=[CH:51][CH:52]=3)[N:47]=[CH:46][CH:45]=2)[CH2:43][CH2:42][NH:41][CH2:40][CH2:39]1, predict the reaction product. The product is: [C:1]([C:5]1[N:10]=[C:9]([N:11]2[CH2:16][CH2:15][N:14]([CH2:17][CH2:18][CH2:19][CH2:20][NH:21][C:31]([N:41]3[CH2:42][CH2:43][N:38]([C:44]4[C:53]5[C:48](=[CH:49][CH:50]=[CH:51][CH:52]=5)[N:47]=[CH:46][CH:45]=4)[CH2:39][CH2:40]3)=[O:32])[CH2:13][CH2:12]2)[CH:8]=[C:7]([C:22]([F:24])([F:25])[F:23])[N:6]=1)([CH3:4])([CH3:2])[CH3:3]. (4) Given the reactants [C:1]([C:5]1[CH:10]=[CH:9][C:8]([NH:11][C:12](=[O:15])[O:13][CH3:14])=[CH:7][CH:6]=1)(=[O:4])[CH2:2][CH3:3].[Br-:16].[Br-].[Br-].[NH+]1C=CC=CC=1.[NH+]1C=CC=CC=1.[NH+]1C=CC=CC=1.Br, predict the reaction product. The product is: [Br:16][CH:2]([CH3:3])[C:1]([C:5]1[CH:10]=[CH:9][C:8]([NH:11][C:12](=[O:15])[O:13][CH3:14])=[CH:7][CH:6]=1)=[O:4]. (5) Given the reactants [CH2:1]1[CH:10]2[N:5]([CH2:6][CH2:7][CH2:8][CH2:9]2)[CH2:4][CH:3]([CH2:11][OH:12])[CH2:2]1.[CH3:13][S:14](Cl)(=[O:16])=[O:15], predict the reaction product. The product is: [CH3:13][S:14]([O:12][CH2:11][CH:3]1[CH2:4][N:5]2[CH:10]([CH2:9][CH2:8][CH2:7][CH2:6]2)[CH2:1][CH2:2]1)(=[O:16])=[O:15]. (6) Given the reactants [CH3:1][C:2]1[N:6]([CH2:7][CH:8]2[C:13](=[O:14])[C:12]3[C:15]4[C:20]([N:21]([CH3:22])[C:11]=3[CH2:10][CH2:9]2)=[CH:19][CH:18]=[CH:17][CH:16]=4)[CH:5]=[CH:4][N:3]=1.O.O.Cl, predict the reaction product. The product is: [CH3:1][C:2]1[N:6]([CH2:7][CH:8]2[C:13](=[O:14])[C:12]3[C:15]4[CH:16]=[CH:17][CH:18]=[CH:19][C:20]=4[N:21]([CH3:22])[C:11]=3[CH2:10][CH2:9]2)[CH:5]=[CH:4][N:3]=1. (7) Given the reactants ClC(Cl)(OC(=O)OC(Cl)(Cl)Cl)Cl.C([O-])([O-])=O.[Na+].[Na+].C(N1CCN(CC2C=CC(N)=CC=2C(F)(F)F)CC1)C.[CH2:39]([N:41]1[CH2:46][CH2:45][N:44]([CH2:47][C:48]2[CH:53]=[CH:52][C:51]([NH:54][C:55]([N:57]3[CH2:62][CH2:61]N(CC)[CH2:59][CH2:58]3)=[O:56])=[CH:50][C:49]=2[C:65]([F:68])([F:67])[F:66])[CH2:43][CH2:42]1)[CH3:40].C(N1CCNCC1)C.[I:77][C:78]1[CH:86]=C2C(CCN2)=[CH:80][CH:79]=1, predict the reaction product. The product is: [CH2:39]([N:41]1[CH2:42][CH2:43][N:44]([CH2:47][C:48]2[CH:53]=[CH:52][C:51]([NH:54][C:55]([N:57]3[C:62]4[C:61](=[CH:80][CH:79]=[C:78]([I:77])[CH:86]=4)[CH2:59][CH2:58]3)=[O:56])=[CH:50][C:49]=2[C:65]([F:67])([F:66])[F:68])[CH2:45][CH2:46]1)[CH3:40]. (8) Given the reactants [Br:1][C:2]1[N:3]=[C:4]([C:16]2[CH:21]=[CH:20][CH:19]=[CH:18][C:17]=2[Cl:22])[N:5]([CH2:8][O:9][CH2:10][CH2:11][Si:12]([CH3:15])([CH3:14])[CH3:13])[C:6]=1Br.C([Li])CCC.O.[Cl-].[NH4+], predict the reaction product. The product is: [Br:1][C:2]1[N:3]=[C:4]([C:16]2[CH:21]=[CH:20][CH:19]=[CH:18][C:17]=2[Cl:22])[N:5]([CH2:8][O:9][CH2:10][CH2:11][Si:12]([CH3:15])([CH3:14])[CH3:13])[CH:6]=1. (9) Given the reactants [Cl:1][C:2]1[C:7]([N:8]2[C:17](=[O:18])[C:16]3[C:11](=[CH:12][CH:13]=[C:14]([F:19])[CH:15]=3)[N:10]=[C:9]2[CH3:20])=[CH:6][CH:5]=[CH:4][N:3]=1.CO[CH:23](OC)[N:24]([CH3:26])[CH3:25], predict the reaction product. The product is: [Cl:1][C:2]1[C:7]([N:8]2[C:17](=[O:18])[C:16]3[C:11](=[CH:12][CH:13]=[C:14]([F:19])[CH:15]=3)[N:10]=[C:9]2[CH:20]=[CH:23][N:24]([CH3:26])[CH3:25])=[CH:6][CH:5]=[CH:4][N:3]=1.